From a dataset of Reaction yield outcomes from USPTO patents with 853,638 reactions. Predict the reaction yield, written as a fraction of the theoretical maximum amount of product (1.0 means a 100% yield; for example, 0.34 means a 34% yield). (1) The reactants are [F:1][C:2]([F:31])([F:30])[C:3]1[CH:4]=[C:5]([NH:13][C:14](SC)=[C:15]([S:18]([C:21]2[CH:26]=[CH:25][C:24]([Cl:27])=[CH:23][CH:22]=2)(=[O:20])=[O:19])[C:16]#[N:17])[CH:6]=[C:7]([C:9]([F:12])([F:11])[F:10])[CH:8]=1.[CH3:32][C:33]([NH2:37])([CH3:36])[CH2:34][CH3:35]. No catalyst specified. The product is [F:31][C:2]([F:30])([F:1])[C:3]1[CH:4]=[C:5]([NH:13][C:14]([NH:37][C:33]([CH3:36])([CH3:32])[CH2:34][CH3:35])=[C:15]([S:18]([C:21]2[CH:22]=[CH:23][C:24]([Cl:27])=[CH:25][CH:26]=2)(=[O:19])=[O:20])[C:16]#[N:17])[CH:6]=[C:7]([C:9]([F:11])([F:10])[F:12])[CH:8]=1. The yield is 0.0800. (2) The reactants are [CH:1]1[C:6]([C:7]2[C:16](=[O:17])[C:15]3[CH:14]=[CH:13][C:12]([OH:18])=[CH:11][C:10]=3[O:9][CH:8]=2)=[CH:5][CH:4]=[C:3]([OH:19])[CH:2]=1.[C:20](OC(=O)C)(=[O:22])[CH3:21].N1[CH:32]=[CH:31]C=CC=1.[OH2:33]. No catalyst specified. The product is [CH3:21][C:20]([O:19][C:3]1[CH:4]=[CH:5][C:6]([C:7]2[C:16](=[O:17])[C:15]3[CH:14]=[CH:13][C:12]([O:18][C:31]([CH3:32])=[O:33])=[CH:11][C:10]=3[O:9][CH:8]=2)=[CH:1][CH:2]=1)=[O:22]. The yield is 0.830.